This data is from Reaction yield outcomes from USPTO patents with 853,638 reactions. The task is: Predict the reaction yield, written as a fraction of the theoretical maximum amount of product (1.0 means a 100% yield; for example, 0.34 means a 34% yield). (1) The reactants are C(OC(=O)[NH:7][CH2:8][C:9]1[CH:14]=[CH:13][C:12]([NH:15][CH:16]=[C:17]2[C:25]3[C:20](=[CH:21][C:22]([C:26](=[O:43])[C:27]4[CH:32]=[CH:31][CH:30]=[C:29]([NH:33][C:34]([C:36]5[N:37]([CH3:42])[N:38]=[C:39]([CH3:41])[CH:40]=5)=[O:35])[CH:28]=4)=[CH:23][CH:24]=3)[NH:19][C:18]2=[O:44])=[CH:11][CH:10]=1)(C)(C)C.C(O)(C(F)(F)F)=O. The catalyst is C(Cl)Cl. The product is [NH2:7][CH2:8][C:9]1[CH:10]=[CH:11][C:12]([NH:15][CH:16]=[C:17]2[C:25]3[C:20](=[CH:21][C:22]([C:26]([C:27]4[CH:28]=[C:29]([NH:33][C:34]([C:36]5[N:37]([CH3:42])[N:38]=[C:39]([CH3:41])[CH:40]=5)=[O:35])[CH:30]=[CH:31][CH:32]=4)=[O:43])=[CH:23][CH:24]=3)[NH:19][C:18]2=[O:44])=[CH:13][CH:14]=1. The yield is 0.610. (2) The reactants are CN(C)C(=O)C.[CH3:7][C:8]([CH3:15])([C:12](Cl)=[O:13])[C:9](Cl)=[O:10].[CH2:16]([O:23][C:24]1[CH:29]=[C:28]([NH:30][CH3:31])[C:27]([NH2:32])=[CH:26][CH:25]=1)[C:17]1[CH:22]=[CH:21][CH:20]=[CH:19][CH:18]=1. The catalyst is O. The product is [CH2:16]([O:23][C:24]1[CH:25]=[CH:26][C:27]2[NH:32][C:12](=[O:13])[C:8]([CH3:15])([CH3:7])[C:9](=[O:10])[N:30]([CH3:31])[C:28]=2[CH:29]=1)[C:17]1[CH:18]=[CH:19][CH:20]=[CH:21][CH:22]=1. The yield is 0.578. (3) The reactants are [CH3:1][O:2][C:3]([C:5]1[CH:6]=[C:7]2[C:12](=[CH:13][CH:14]=1)[NH:11][CH:10]([C:15]1[CH:16]=[C:17]([CH:21]=[CH:22][CH:23]=1)[C:18](O)=[O:19])[C:9]([CH3:25])([CH3:24])[CH2:8]2)=[O:4].ON1C2C=CC=CC=2N=N1.CN(C)CCCN=C=NCC.Cl.CN1CCOCC1.[CH2:55]([N:57]1[CH2:61][CH2:60][CH2:59][CH:58]1[CH2:62][NH2:63])[CH3:56]. The catalyst is ClCCl. The product is [CH2:55]([N:57]1[CH2:61][CH2:60][CH2:59][CH:58]1[CH2:62][NH:63][C:18]([C:17]1[CH:16]=[C:15]([CH:10]2[C:9]([CH3:24])([CH3:25])[CH2:8][C:7]3[C:12](=[CH:13][CH:14]=[C:5]([C:3]([O:2][CH3:1])=[O:4])[CH:6]=3)[NH:11]2)[CH:23]=[CH:22][CH:21]=1)=[O:19])[CH3:56]. The yield is 0.340. (4) The reactants are Cl[CH2:2][C:3]1[N:4]=[C:5]([CH2:9][CH3:10])[S:6][C:7]=1[CH3:8].[P:11]([O:18]CC)([O:15][CH2:16][CH3:17])[O:12][CH2:13][CH3:14]. No catalyst specified. The product is [CH2:9]([C:5]1[S:6][C:7]([CH3:8])=[C:3]([CH2:2][P:11](=[O:18])([O:15][CH2:16][CH3:17])[O:12][CH2:13][CH3:14])[N:4]=1)[CH3:10]. The yield is 0.970. (5) The catalyst is ClCCl. The reactants are [F:1][C:2]([F:36])([F:35])[O:3][C:4]1[CH:9]=[CH:8][C:7]([N:10]2[CH:14]=[N:13][C:12]([C:15]3[CH:20]=[CH:19][C:18]([CH2:21][CH2:22][CH2:23][N:24]4C(=O)C5C(=CC=CC=5)C4=O)=[CH:17][CH:16]=3)=[N:11]2)=[CH:6][CH:5]=1.CO.O.NN. The yield is 0.950. The product is [F:36][C:2]([F:1])([F:35])[O:3][C:4]1[CH:5]=[CH:6][C:7]([N:10]2[CH:14]=[N:13][C:12]([C:15]3[CH:20]=[CH:19][C:18]([CH2:21][CH2:22][CH2:23][NH2:24])=[CH:17][CH:16]=3)=[N:11]2)=[CH:8][CH:9]=1.